From a dataset of Catalyst prediction with 721,799 reactions and 888 catalyst types from USPTO. Predict which catalyst facilitates the given reaction. (1) Product: [Cl:1][C:2]1[N:6]([CH3:7])[N:5]=[C:4]([C:8]2[CH:13]=[CH:12][C:11]([O:14][CH2:20][C:19]3[C:22]([N+:26]([O-:28])=[O:27])=[CH:23][CH:24]=[CH:25][C:18]=3[CH3:17])=[C:10]([CH3:15])[CH:9]=2)[C:3]=1[CH3:16]. Reactant: [Cl:1][C:2]1[N:6]([CH3:7])[N:5]=[C:4]([C:8]2[CH:13]=[CH:12][C:11]([OH:14])=[C:10]([CH3:15])[CH:9]=2)[C:3]=1[CH3:16].[CH3:17][C:18]1[CH:25]=[CH:24][CH:23]=[C:22]([N+:26]([O-:28])=[O:27])[C:19]=1[CH2:20]Br.C(=O)([O-])[O-].[K+].[K+]. The catalyst class is: 10. (2) Reactant: [CH3:1][C:2]1([CH3:11])[O:6][C@H:5]([C:7]([O:9]C)=O)[CH2:4][O:3]1.[Cl:12][CH2:13]I.[Li+].CC([N-]C(C)C)C.[OH-].[Na+]. Product: [Cl:12][CH2:13][C:7]([C@@H:5]1[CH2:4][O:3][C:2]([CH3:1])([CH3:11])[O:6]1)=[O:9]. The catalyst class is: 49. (3) Reactant: [OH:1][C:2]([CH3:9])([CH3:8])[CH2:3][C:4](OC)=[O:5].[CH2:10]([NH2:13])[CH2:11][CH3:12]. Product: [OH:1][C:2]([CH3:9])([CH3:8])[CH2:3][C:4]([NH:13][CH2:10][CH2:11][CH3:12])=[O:5]. The catalyst class is: 5. (4) Reactant: [C:1]1([C:15]2[CH:20]=[CH:19][CH:18]=[CH:17][CH:16]=2)[CH:6]=[CH:5][C:4]([C:7]2[N:8]=[C:9]([CH2:12][CH2:13][NH2:14])[NH:10][CH:11]=2)=[CH:3][CH:2]=1.[CH2:21]([N:25]=[C:26]=[O:27])[CH2:22][CH2:23][CH3:24]. Product: [CH2:21]([NH:25][C:26]([NH:14][CH2:13][CH2:12][C:9]1[NH:10][CH:11]=[C:7]([C:4]2[CH:5]=[CH:6][C:1]([C:15]3[CH:16]=[CH:17][CH:18]=[CH:19][CH:20]=3)=[CH:2][CH:3]=2)[N:8]=1)=[O:27])[CH2:22][CH2:23][CH3:24]. The catalyst class is: 26. (5) Reactant: [O:1]=[C:2]1[NH:6][C:5](=[O:7])[C:4](=[CH:8][C:9]2[CH:14]=[CH:13][C:12]([C:15]3[CH:20]=[CH:19][CH:18]=[C:17]([CH2:21][N:22]([CH3:30])[C:23](=[O:29])[O:24][C:25]([CH3:28])([CH3:27])[CH3:26])[CH:16]=3)=[CH:11][CH:10]=2)[S:3]1. Product: [O:1]=[C:2]1[NH:6][C:5](=[O:7])[CH:4]([CH2:8][C:9]2[CH:10]=[CH:11][C:12]([C:15]3[CH:20]=[CH:19][CH:18]=[C:17]([CH2:21][N:22]([CH3:30])[C:23](=[O:29])[O:24][C:25]([CH3:26])([CH3:28])[CH3:27])[CH:16]=3)=[CH:13][CH:14]=2)[S:3]1. The catalyst class is: 12. (6) Reactant: [C:1]([O:5][C:6]([N:8]1[CH2:13][CH2:12][CH:11]([C:14]([OH:16])=O)[CH2:10][CH2:9]1)=[O:7])([CH3:4])([CH3:3])[CH3:2].[NH2:17][C:18]1[CH:23]=[CH:22][C:21]([C:24](=[O:26])[CH3:25])=[CH:20][CH:19]=1.[B-](F)(F)(F)F.CCOC(C(C#N)=NOC(N(C)C)=[N+](C)C)=O. The catalyst class is: 3. Product: [C:1]([O:5][C:6]([N:8]1[CH2:9][CH2:10][CH:11]([C:14](=[O:16])[NH:17][C:18]2[CH:23]=[CH:22][C:21]([C:24](=[O:26])[CH3:25])=[CH:20][CH:19]=2)[CH2:12][CH2:13]1)=[O:7])([CH3:2])([CH3:3])[CH3:4].